From a dataset of Reaction yield outcomes from USPTO patents with 853,638 reactions. Predict the reaction yield, written as a fraction of the theoretical maximum amount of product (1.0 means a 100% yield; for example, 0.34 means a 34% yield). (1) The reactants are C([O:8][C:9]1[C:14]([O:15][CH3:16])=[CH:13][CH:12]=[CH:11][C:10]=1[CH2:17][C:18]([O:20][CH3:21])=[O:19])C1C=CC=CC=1. The catalyst is [C].[Pd].O1CCCC1. The product is [OH:8][C:9]1[C:14]([O:15][CH3:16])=[CH:13][CH:12]=[CH:11][C:10]=1[CH2:17][C:18]([O:20][CH3:21])=[O:19]. The yield is 0.990. (2) The reactants are [Br:1][C:2]1[CH:7]=[C:6]([CH2:8][C:9]([C:11]2[CH:16]=[CH:15][CH:14]=[C:13]([CH3:17])[N:12]=2)=O)[CH:5]=[CH:4][N:3]=1.[NH2:18][C:19]1[CH:24]=[CH:23][C:22]([Cl:25])=[CH:21][N:20]=1. No catalyst specified. The product is [Br:1][C:2]1[CH:7]=[C:6]([C:8]2[N:20]3[CH:21]=[C:22]([Cl:25])[CH:23]=[CH:24][C:19]3=[N:18][C:9]=2[C:11]2[CH:16]=[CH:15][CH:14]=[C:13]([CH3:17])[N:12]=2)[CH:5]=[CH:4][N:3]=1. The yield is 0.420. (3) The reactants are [F:1][C:2]1[CH:7]=[CH:6][C:5]([C@@H:8]2[CH2:12][N:11]([C:13]([O:15][C:16]([CH3:19])([CH3:18])[CH3:17])=[O:14])[CH2:10][C@@H:9]2[C:20]([O:22]C)=[O:21])=[CH:4][CH:3]=1.Cl.C(O)(=O)C. No catalyst specified. The product is [C:16]([O:15][C:13]([N:11]1[CH2:12][C@@H:8]([C:5]2[CH:4]=[CH:3][C:2]([F:1])=[CH:7][CH:6]=2)[C@@H:9]([C:20]([OH:22])=[O:21])[CH2:10]1)=[O:14])([CH3:19])([CH3:17])[CH3:18]. The yield is 0.560. (4) The reactants are [Br:1][C:2]1[CH:6]=[CH:5][S:4][C:3]=1[C:7]([NH:9][C:10]1[CH:15]=[CH:14][C:13]([O:16][CH3:17])=[CH:12][CH:11]=1)=[O:8].[C:18](O[C:18]([O:20][C:21]([CH3:24])([CH3:23])[CH3:22])=[O:19])([O:20][C:21]([CH3:24])([CH3:23])[CH3:22])=[O:19]. No catalyst specified. The product is [Br:1][C:2]1[CH:6]=[CH:5][S:4][C:3]=1[C:7]([N:9]([C:10]1[CH:15]=[CH:14][C:13]([O:16][CH3:17])=[CH:12][CH:11]=1)[C:18](=[O:19])[O:20][C:21]([CH3:24])([CH3:23])[CH3:22])=[O:8]. The yield is 0.820. (5) The reactants are [CH2:1]([C:3]1[S:4][C:5]([C:15]2[CH:20]=[CH:19][N:18]=[C:17](I)[CH:16]=2)=[C:6]([C:8]2[CH:13]=[CH:12][CH:11]=[C:10]([CH3:14])[CH:9]=2)[N:7]=1)[CH3:2].[CH:22]1([S:28]([CH:31]2[CH2:36][CH2:35][CH2:34][CH2:33][CH2:32]2)(=[NH:30])=[O:29])[CH2:27][CH2:26][CH2:25][CH2:24][CH2:23]1.CNCCNC.C(=O)([O-])[O-].[Cs+].[Cs+]. The catalyst is C1(C)C=CC=CC=1.[Cu]I.O. The product is [CH:22]1([S:28]([CH:31]2[CH2:36][CH2:35][CH2:34][CH2:33][CH2:32]2)(=[N:30][C:17]2[CH:16]=[C:15]([C:5]3[S:4][C:3]([CH2:1][CH3:2])=[N:7][C:6]=3[C:8]3[CH:9]=[C:10]([CH3:14])[CH:11]=[CH:12][CH:13]=3)[CH:20]=[CH:19][N:18]=2)=[O:29])[CH2:23][CH2:24][CH2:25][CH2:26][CH2:27]1. The yield is 0.320.